Dataset: Peptide-MHC class I binding affinity with 185,985 pairs from IEDB/IMGT. Task: Regression. Given a peptide amino acid sequence and an MHC pseudo amino acid sequence, predict their binding affinity value. This is MHC class I binding data. (1) The peptide sequence is ATNNVFRLK. The MHC is HLA-A03:01 with pseudo-sequence HLA-A03:01. The binding affinity (normalized) is 0.583. (2) The peptide sequence is MFAVGLLFRR. The MHC is HLA-A68:01 with pseudo-sequence HLA-A68:01. The binding affinity (normalized) is 0.619. (3) The peptide sequence is VALSSLVSK. The MHC is HLA-A31:01 with pseudo-sequence HLA-A31:01. The binding affinity (normalized) is 0.296. (4) The peptide sequence is AAVDLSHFL. The MHC is HLA-B53:01 with pseudo-sequence HLA-B53:01. The binding affinity (normalized) is 0.220. (5) The peptide sequence is ERPDVLMSWDI. The MHC is Mamu-A01 with pseudo-sequence Mamu-A01. The binding affinity (normalized) is 0. (6) The peptide sequence is RPPYSSYGY. The MHC is HLA-A25:01 with pseudo-sequence HLA-A25:01. The binding affinity (normalized) is 0.0847. (7) The peptide sequence is RLIWSHHHI. The MHC is HLA-A03:01 with pseudo-sequence HLA-A03:01. The binding affinity (normalized) is 0.135. (8) The peptide sequence is FLKEQGGL. The MHC is HLA-B07:02 with pseudo-sequence HLA-B07:02. The binding affinity (normalized) is 0.